Predict the reactants needed to synthesize the given product. From a dataset of Full USPTO retrosynthesis dataset with 1.9M reactions from patents (1976-2016). (1) The reactants are: [Cl:1][C:2]1[N:3]=[N:4][C:5]([C:8]2[CH:9]=[N:10][NH:11][CH:12]=2)=[CH:6][CH:7]=1.Br[CH:14]([CH3:16])[CH3:15].[C:17](=O)([O-])[O-:18].[Cs+].[Cs+].CN(C=O)C. Given the product [Cl:1][C:2]1[N:3]=[N:4][C:5]([C:8]2[CH:9]=[N:10][N:11]([CH:14]3[CH2:16][CH2:17][O:18][CH2:15]3)[CH:12]=2)=[CH:6][CH:7]=1, predict the reactants needed to synthesize it. (2) Given the product [N:17]1[CH:18]=[CH:19][C:14]([N:13]2[C:9]([C:6]3[CH:5]=[CH:4][C:3]([C:1]#[C:2][C:21]4[CH:30]=[CH:29][C:28]5[C:23](=[CH:24][CH:25]=[CH:26][CH:27]=5)[N:22]=4)=[CH:8][CH:7]=3)=[CH:10][CH:11]=[N:12]2)=[CH:15][CH:16]=1, predict the reactants needed to synthesize it. The reactants are: [C:1]([C:3]1[CH:8]=[CH:7][C:6]([C:9]2[N:13]([C:14]3[CH:19]=[CH:18][N:17]=[CH:16][CH:15]=3)[N:12]=[CH:11][CH:10]=2)=[CH:5][CH:4]=1)#[CH:2].Br[C:21]1[CH:30]=[CH:29][C:28]2[C:23](=[CH:24][CH:25]=[CH:26][CH:27]=2)[N:22]=1.O. (3) The reactants are: Br[C:2]1[CH:3]=[C:4]([C:8]2([C:18]3[CH:23]=[CH:22][N:21]=[C:20]([C:24]([F:27])([F:26])[F:25])[CH:19]=3)[C:16]3[C:11](=[N:12][CH:13]=[CH:14][CH:15]=3)[C:10]([NH2:17])=[N:9]2)[CH:5]=[CH:6][CH:7]=1.C[Sn](C)(C)[C:30]1[CH:31]=[C:32]([CH:35]=[CH:36][N:37]=1)[C:33]#[N:34]. Given the product [NH2:17][C:10]1[C:11]2=[N:12][CH:13]=[CH:14][CH:15]=[C:16]2[C:8]([C:4]2[CH:3]=[C:2]([C:30]3[CH:31]=[C:32]([CH:35]=[CH:36][N:37]=3)[C:33]#[N:34])[CH:7]=[CH:6][CH:5]=2)([C:18]2[CH:23]=[CH:22][N:21]=[C:20]([C:24]([F:26])([F:25])[F:27])[CH:19]=2)[N:9]=1, predict the reactants needed to synthesize it. (4) Given the product [CH3:8][CH2:9][O:10][C:11]([C:13]1[N:14]([C:41]([O:43][C:44]([CH3:45])([CH3:47])[CH3:46])=[O:42])[C:15]2[C:20]([CH:21]=1)=[CH:19][C:18]([C:22]1([CH2:34][C:35]3[CH:40]=[CH:39][CH:38]=[CH:37][CH:36]=3)[CH2:26][CH2:25][NH:24][CH2:23]1)=[CH:17][CH:16]=2)=[O:12], predict the reactants needed to synthesize it. The reactants are: ClC(OC(Cl)C)=O.[CH3:8][CH2:9][O:10][C:11]([C:13]1[N:14]([C:41]([O:43][C:44]([CH3:47])([CH3:46])[CH3:45])=[O:42])[C:15]2[C:20]([CH:21]=1)=[CH:19][C:18]([C:22]1([CH2:34][C:35]3[CH:40]=[CH:39][CH:38]=[CH:37][CH:36]=3)[CH2:26][CH2:25][N:24](CC3C=CC=CC=3)[CH2:23]1)=[CH:17][CH:16]=2)=[O:12].C(N(CC)CC)C. (5) Given the product [CH3:16][N:15]([CH3:17])[C:13](=[O:14])[C@H:12]1[CH2:18][CH2:19][CH2:20][NH:11]1, predict the reactants needed to synthesize it. The reactants are: C(OC([N:11]1[CH2:20][CH2:19][CH2:18][C@@H:12]1[C:13]([N:15]([CH3:17])[CH3:16])=[O:14])=O)C1C=CC=CC=1.